From a dataset of Forward reaction prediction with 1.9M reactions from USPTO patents (1976-2016). Predict the product of the given reaction. (1) Given the reactants [Cl:1][C:2]1[CH:7]=[CH:6][C:5](B(O)O)=[CH:4][N:3]=1.Cl[C:12]1[CH:17]=[C:16](Cl)[N:15]=[CH:14][N:13]=1.[IH:19], predict the reaction product. The product is: [I:19][C:12]1[CH:17]=[C:16]([C:5]2[CH:6]=[CH:7][C:2]([Cl:1])=[N:3][CH:4]=2)[N:15]=[CH:14][N:13]=1. (2) Given the reactants [Cl:1][C:2]1[CH:3]=[C:4]2[C:9](=[CH:10][C:11]=1[O:12][C:13]1[CH:18]=[CH:17][C:16]([C:19](=[O:35])[NH:20][C:21]3[N:26]=[CH:25][C:24]([C:27]4[CH:28]=[N:29][C:30]([O:33][CH3:34])=[CH:31][CH:32]=4)=[CH:23][CH:22]=3)=[CH:15][CH:14]=1)[O:8][CH2:7][CH2:6][CH:5]2[C:36]([OH:38])=[O:37].C[O-].[Na+:41].CO, predict the reaction product. The product is: [Cl:1][C:2]1[CH:3]=[C:4]2[C:9](=[CH:10][C:11]=1[O:12][C:13]1[CH:18]=[CH:17][C:16]([C:19](=[O:35])[NH:20][C:21]3[N:26]=[CH:25][C:24]([C:27]4[CH:28]=[N:29][C:30]([O:33][CH3:34])=[CH:31][CH:32]=4)=[CH:23][CH:22]=3)=[CH:15][CH:14]=1)[O:8][CH2:7][CH2:6][CH:5]2[C:36]([O-:38])=[O:37].[Na+:41].